Dataset: Forward reaction prediction with 1.9M reactions from USPTO patents (1976-2016). Task: Predict the product of the given reaction. Given the reactants [N+](C1C=CC(N)=C(N)C=1)([O-])=O.[CH:12]([C:15]1[NH:16][C:17]2[CH:23]=[C:22]([N+:24]([O-])=O)[CH:21]=[CH:20][C:18]=2[N:19]=1)([CH3:14])[CH3:13].[N+](C1NC2C=CC=CC=2N=1)([O-])=O, predict the reaction product. The product is: [CH:12]([C:15]1[NH:16][C:17]2[CH:23]=[C:22]([NH2:24])[CH:21]=[CH:20][C:18]=2[N:19]=1)([CH3:14])[CH3:13].